From a dataset of Full USPTO retrosynthesis dataset with 1.9M reactions from patents (1976-2016). Predict the reactants needed to synthesize the given product. (1) Given the product [NH:52]1[C:53]2[C:49](=[CH:48][CH:47]=[CH:46][C:45]=2[S:42]([NH:41][C:39]([C@@:34]2([NH:33][C:32]([C@@H:9]3[CH2:10][C@@H:11]([O:13][C:14]4[C:23]5[C:18](=[CH:19][C:20]([O:24][CH3:25])=[CH:21][CH:22]=5)[N:17]=[C:16]([C:26]5[CH:31]=[CH:30][CH:29]=[CH:28][CH:27]=5)[CH:15]=4)[CH2:12][C@@H:8]3[NH2:7])=[O:54])[CH2:36][C@H:35]2[CH:37]=[CH2:38])=[O:40])(=[O:44])=[O:43])[CH:50]=[CH:51]1, predict the reactants needed to synthesize it. The reactants are: C(OC(=O)[NH:7][C@H:8]1[CH2:12][C@H:11]([O:13][C:14]2[C:23]3[C:18](=[CH:19][C:20]([O:24][CH3:25])=[CH:21][CH:22]=3)[N:17]=[C:16]([C:26]3[CH:31]=[CH:30][CH:29]=[CH:28][CH:27]=3)[CH:15]=2)[CH2:10][C@H:9]1[C:32](=[O:54])[NH:33][C@:34]1([C:39]([NH:41][S:42]([C:45]2[CH:46]=[CH:47][CH:48]=[C:49]3[C:53]=2[NH:52][CH:51]=[CH:50]3)(=[O:44])=[O:43])=[O:40])[CH2:36][C@H:35]1[CH:37]=[CH2:38])(C)(C)C.Cl. (2) The reactants are: [CH3:1][N:2]1[C:6]([C:7]([OH:9])=[O:8])=[C:5]([N+:10]([O-:12])=[O:11])[CH:4]=[N:3]1.Cl.[CH3:14]O. Given the product [CH3:1][N:2]1[C:6]([C:7]([O:9][CH3:14])=[O:8])=[C:5]([N+:10]([O-:12])=[O:11])[CH:4]=[N:3]1, predict the reactants needed to synthesize it.